The task is: Predict the product of the given reaction.. This data is from Forward reaction prediction with 1.9M reactions from USPTO patents (1976-2016). (1) Given the reactants Br[C:2]1[N:6]2[CH:7]=[CH:8][C:9]([CH:11]([F:13])[F:12])=[N:10][C:5]2=[N:4][CH:3]=1.[F:14][C:15]1[CH:20]=[CH:19][C:18]([C:21]2[C:22]([C:27]#[N:28])=[CH:23][CH:24]=[CH:25][CH:26]=2)=[CH:17][C:16]=1B1OC(C)(C)C(C)(C)O1, predict the reaction product. The product is: [F:12][CH:11]([F:13])[C:9]1[CH:8]=[CH:7][N:6]2[C:2]([C:20]3[CH:19]=[C:18]([C:21]4[C:22]([C:27]#[N:28])=[CH:23][CH:24]=[CH:25][CH:26]=4)[CH:17]=[CH:16][C:15]=3[F:14])=[CH:3][N:4]=[C:5]2[N:10]=1. (2) Given the reactants [CH3:1][O:2][C:3]1[CH:4]=[C:5]([CH:12](O)[CH2:13][C:14]([O:16][CH2:17][CH3:18])=[O:15])[CH:6]=[CH:7][C:8]=1[N+:9]([O-:11])=[O:10].C(N(CC)CC)C.CS(Cl)(=O)=O.C1CCN2C(=NCCC2)CC1, predict the reaction product. The product is: [CH3:1][O:2][C:3]1[CH:4]=[C:5]([CH:12]=[CH:13][C:14]([O:16][CH2:17][CH3:18])=[O:15])[CH:6]=[CH:7][C:8]=1[N+:9]([O-:11])=[O:10]. (3) Given the reactants [CH:1]1([C:7]2[CH:24]=[CH:23][C:10]([NH:11][C:12]3[CH:17]=[CH:16][CH:15]=[C:14]([N:18]4[CH:22]=[CH:21][N:20]=[CH:19]4)[CH:13]=3)=[C:9]([N+:25]([O-])=O)[CH:8]=2)[CH2:6][CH2:5][CH2:4][CH2:3][CH2:2]1.[H][H], predict the reaction product. The product is: [NH2:25][C:9]1[CH:8]=[C:7]([CH:1]2[CH2:6][CH2:5][CH2:4][CH2:3][CH2:2]2)[CH:24]=[CH:23][C:10]=1[NH:11][C:12]1[CH:17]=[CH:16][CH:15]=[C:14]([N:18]2[CH:22]=[CH:21][N:20]=[CH:19]2)[CH:13]=1. (4) Given the reactants [CH3:1][O:2][C:3](=[O:12])[C:4]1[CH:9]=[C:8]([Br:10])[CH:7]=[N:6][C:5]=1Cl.[CH2:13]([O:20][NH2:21])[C:14]1[CH:19]=[CH:18][CH:17]=[CH:16][CH:15]=1, predict the reaction product. The product is: [CH2:13]([O:20][NH:21][C:5]1[N:6]=[CH:7][C:8]([Br:10])=[CH:9][C:4]=1[C:3]([O:2][CH3:1])=[O:12])[C:14]1[CH:19]=[CH:18][CH:17]=[CH:16][CH:15]=1. (5) The product is: [Cl:1][C:2]1[CH:8]=[C:7]([O:9][C:10]2[C:19]3[C:14](=[CH:15][C:16]([O:22][CH3:23])=[C:17]([O:20][CH3:21])[CH:18]=3)[N:13]=[CH:12][N:11]=2)[CH:6]=[CH:5][C:3]=1[NH:4][C:42](=[O:48])[O:41][CH2:39][CH2:55][C:54]1[CH:58]=[CH:59][CH:60]=[C:52]([C:51]([F:50])([F:61])[F:62])[CH:53]=1. Given the reactants [Cl:1][C:2]1[CH:8]=[C:7]([O:9][C:10]2[C:19]3[C:14](=[CH:15][C:16]([O:22][CH3:23])=[C:17]([O:20][CH3:21])[CH:18]=3)[N:13]=[CH:12][N:11]=2)[CH:6]=[CH:5][C:3]=1[NH2:4].C1(C)C=CC=CC=1.C(N(CC)CC)C.Cl[C:39](Cl)([O:41][C:42](=[O:48])OC(Cl)(Cl)Cl)Cl.[F:50][C:51]([F:62])([F:61])[C:52]1[CH:53]=[C:54]([CH:58]=[CH:59][CH:60]=1)[CH2:55]CO, predict the reaction product. (6) Given the reactants Cl.Cl[CH2:3][N:4]1[CH:8]=[N:7][C:6]([C:9]([CH3:12])([CH3:11])[CH3:10])=[N:5]1.[CH2:13]([CH:16]([C:19]#[N:20])[C:17]#[N:18])[CH:14]=[CH2:15].C(=O)([O-])[O-].[K+].[K+].O, predict the reaction product. The product is: [CH2:13]([C:16]([CH2:3][N:4]1[CH:8]=[N:7][C:6]([C:9]([CH3:12])([CH3:11])[CH3:10])=[N:5]1)([C:19]#[N:20])[C:17]#[N:18])[CH:14]=[CH2:15]. (7) Given the reactants [OH:1][C:2]1[C:3](=[O:13])[C:4]2[C:9]([C:10](=[O:12])[CH:11]=1)=[CH:8][CH:7]=[CH:6][CH:5]=2.N12CCCN=C1C[CH2:18][CH2:17][CH2:16][CH2:15]2.C([OH:27])C, predict the reaction product. The product is: [C:16]([C:17]1[O:1][C:2]2[C:3](=[O:13])[C:4]3[C:9]([C:10](=[O:12])[C:11]=2[CH:18]=1)=[CH:8][CH:7]=[CH:6][CH:5]=3)(=[O:27])[CH3:15]. (8) Given the reactants Br[C:2]1[CH:3]=[C:4]2[C:9](=[N:10][CH:11]=1)[N:8]=[C:7]([NH:12][C:13](=[O:18])[CH2:14][N:15]([CH3:17])[CH3:16])[CH:6]=[CH:5]2.[N:19]1[CH:24]=[CH:23][CH:22]=[CH:21][C:20]=1[C:25]1[C:26](B(O)O)=[C:27]2[CH2:32][CH2:31][CH2:30][N:28]2[N:29]=1.[F-].[K+].F[B-](F)(F)F.C([PH+](C(C)(C)C)C(C)(C)C)(C)(C)C, predict the reaction product. The product is: [CH3:16][N:15]([CH3:17])[CH2:14][C:13]([NH:12][C:7]1[CH:6]=[CH:5][C:4]2[C:9](=[N:10][CH:11]=[C:2]([C:26]3[C:25]([C:20]4[CH:21]=[CH:22][CH:23]=[CH:24][N:19]=4)=[N:29][N:28]4[CH2:30][CH2:31][CH2:32][C:27]=34)[CH:3]=2)[N:8]=1)=[O:18]. (9) Given the reactants [NH2:1][C@@H:2]1[CH2:6][N:5]([C:7](=[O:27])[C@@H:8]([NH:13][C:14](=[O:26])[C@@H:15]([N:17]([CH3:25])[C:18](=[O:24])[O:19][C:20]([CH3:23])([CH3:22])[CH3:21])[CH3:16])[C:9]([CH3:12])([CH3:11])[CH3:10])[C@H:4]([C:28](=[O:40])[NH:29][C@H:30]2[C:39]3[C:34](=[CH:35][CH:36]=[CH:37][CH:38]=3)[CH2:33][CH2:32][CH2:31]2)[CH2:3]1.[CH3:41][O:42][C:43](=[O:49])[CH2:44][CH2:45][C:46](O)=[O:47], predict the reaction product. The product is: [C:20]([O:19][C:18]([N:17]([CH3:25])[C@@H:15]([CH3:16])[C:14]([NH:13][C@@H:8]([C:9]([CH3:11])([CH3:12])[CH3:10])[C:7]([N:5]1[C@H:4]([C:28](=[O:40])[NH:29][C@H:30]2[C:39]3[C:34](=[CH:35][CH:36]=[CH:37][CH:38]=3)[CH2:33][CH2:32][CH2:31]2)[CH2:3][C@H:2]([NH:1][C:46](=[O:47])[CH2:45][CH2:44][C:43]([O:42][CH3:41])=[O:49])[CH2:6]1)=[O:27])=[O:26])=[O:24])([CH3:21])([CH3:22])[CH3:23]. (10) Given the reactants [CH3:1][C@:2]1([CH2:17][OH:18])[O:6][C@@H:5]([N:7]2[CH:14]=[CH:13][C:11](=S)[NH:10][C:8]2=[O:9])[C@H:4]([OH:15])[C@@H:3]1[OH:16].[NH3:19], predict the reaction product. The product is: [CH3:1][C@:2]1([CH2:17][OH:18])[O:6][C@@H:5]([N:7]2[CH:14]=[CH:13][C:11]([NH2:19])=[N:10][C:8]2=[O:9])[C@H:4]([OH:15])[C@@H:3]1[OH:16].